This data is from Full USPTO retrosynthesis dataset with 1.9M reactions from patents (1976-2016). The task is: Predict the reactants needed to synthesize the given product. Given the product [ClH:1].[ClH:1].[Br:2][C:3]1[N:7]2[N:8]=[C:9]([N:12]3[CH2:17][CH2:16][NH:15][CH2:14][CH:13]3[CH3:25])[CH:10]=[CH:11][C:6]2=[N:5][CH:4]=1, predict the reactants needed to synthesize it. The reactants are: [ClH:1].[Br:2][C:3]1[N:7]2[N:8]=[C:9]([N:12]3[CH2:17][CH2:16][N:15](C(OC(C)(C)C)=O)[CH2:14][CH:13]3[CH3:25])[CH:10]=[CH:11][C:6]2=[N:5][CH:4]=1.